Dataset: Forward reaction prediction with 1.9M reactions from USPTO patents (1976-2016). Task: Predict the product of the given reaction. (1) Given the reactants [CH3:1][O:2][C:3]1[CH:4]=[C:5]([CH:7]=[CH:8][C:9]=1[C:10]1[O:14][CH:13]=[N:12][CH:11]=1)[NH2:6].[S:15]1[CH:19]=[CH:18][CH:17]=[C:16]1[CH:20]=O.[BH4-].[Na+], predict the reaction product. The product is: [S:15]1[CH:19]=[CH:18][CH:17]=[C:16]1[CH2:20][NH:6][C:5]1[CH:7]=[CH:8][C:9]([C:10]2[O:14][CH:13]=[N:12][CH:11]=2)=[C:3]([O:2][CH3:1])[CH:4]=1. (2) Given the reactants [NH2:1][C@@H:2]1[C:8](=[O:9])[N:7]([CH2:10][CH2:11][O:12][CH2:13][C:14]2[CH:19]=[CH:18][CH:17]=[CH:16][CH:15]=2)[C:6]2[CH:20]=[CH:21][CH:22]=[CH:23][C:5]=2[C:4]2[CH:24]=[CH:25][CH:26]=[CH:27][C:3]1=2.[CH2:28]([O:30][C:31](=[O:38])[C:32]([OH:37])([CH3:36])[C:33](O)=[O:34])[CH3:29], predict the reaction product. The product is: [CH2:28]([O:30][C:31](=[O:38])[C:32]([OH:37])([CH3:36])[C:33]([NH:1][C@@H:2]1[C:8](=[O:9])[N:7]([CH2:10][CH2:11][O:12][CH2:13][C:14]2[CH:19]=[CH:18][CH:17]=[CH:16][CH:15]=2)[C:6]2[CH:20]=[CH:21][CH:22]=[CH:23][C:5]=2[C:4]2[CH:24]=[CH:25][CH:26]=[CH:27][C:3]1=2)=[O:34])[CH3:29]. (3) Given the reactants [CH3:1][C:2]1[CH:7]=[CH:6][C:5]([C:8]2[C:21]3[C:22]4=[C:23]5[C:18](=[CH:19][CH:20]=3)[CH:17]=[CH:16][C:15]([C:24]3[CH:29]=[CH:28][C:27]([CH3:30])=[CH:26][CH:25]=3)=[C:14]5[CH:13]=[CH:12][C:11]4=[CH:10][CH:9]=2)=[CH:4][CH:3]=1.[Br:31]N1C(=O)CCC1=O.CN(C)C=O, predict the reaction product. The product is: [Br:31][C:17]1[CH:16]=[C:15]([C:24]2[CH:29]=[CH:28][C:27]([CH3:30])=[CH:26][CH:25]=2)[C:14]2[C:23]3=[C:22]4[C:11]([CH:10]=[CH:9][C:8]([C:5]5[CH:4]=[CH:3][C:2]([CH3:1])=[CH:7][CH:6]=5)=[C:21]4[CH:20]=[CH:19][C:18]=13)=[CH:12][CH:13]=2. (4) Given the reactants Cl.[CH3:2][O:3][C:4]([C:6]1[N:7]=[C:8]([C:16]([F:19])([F:18])[F:17])[N:9]2[CH2:14][CH2:13][NH:12][CH:11]([CH3:15])[C:10]=12)=[O:5].[C:20]([O:24][C:25]([NH:27][C@H:28]([CH2:33][C:34]1[CH:39]=[C:38]([F:40])[C:37]([F:41])=[CH:36][C:35]=1[F:42])[CH2:29][C:30](O)=[O:31])=[O:26])([CH3:23])([CH3:22])[CH3:21].C(N(CC)CC)C.O=C1N(P(Cl)(N2CCOC2=O)=O)CCO1, predict the reaction product. The product is: [CH3:2][O:3][C:4]([C:6]1[N:7]=[C:8]([C:16]([F:19])([F:18])[F:17])[N:9]2[CH2:14][CH2:13][N:12]([C:30](=[O:31])[CH2:29][CH:28]([NH:27][C:25]([O:24][C:20]([CH3:22])([CH3:21])[CH3:23])=[O:26])[CH2:33][C:34]3[CH:39]=[C:38]([F:40])[C:37]([F:41])=[CH:36][C:35]=3[F:42])[C@H:11]([CH3:15])[C:10]=12)=[O:5]. (5) Given the reactants C(=O)([O-])[O-].[Cs+].[Cs+].[CH2:7]([O:9][C:10]1[CH:11]=[C:12]([OH:16])[CH:13]=[CH:14][CH:15]=1)[CH3:8].Br[C:18]1[CH:23]=[CH:22][C:21]([N:24]2[C:28]([CH3:29])=[N:27][NH:26][C:25]2=[O:30])=[CH:20][CH:19]=1.CC(C)(C(=O)CC(=O)C(C)(C)C)C, predict the reaction product. The product is: [CH2:7]([O:9][C:10]1[CH:11]=[C:12]([O:16][C:18]2[CH:19]=[CH:20][C:21]([N:24]3[C:28]([CH3:29])=[N:27][NH:26][C:25]3=[O:30])=[CH:22][CH:23]=2)[CH:13]=[CH:14][CH:15]=1)[CH3:8]. (6) Given the reactants C(O)(C(F)(F)F)=O.C(OC([N:15]1[C:23]2[C:18](=[CH:19][C:20]([O:24][CH3:25])=[CH:21][CH:22]=2)[CH:17]=[C:16]1[C:26]1[CH:31]=[CH:30][C:29]([Cl:32])=[C:28]([S:33](=[O:42])(=[O:41])[NH:34][CH:35]2[CH2:40][CH2:39][CH2:38][CH2:37][CH2:36]2)[CH:27]=1)=O)(C)(C)C, predict the reaction product. The product is: [Cl:32][C:29]1[CH:30]=[CH:31][C:26]([C:16]2[NH:15][C:23]3[C:18]([CH:17]=2)=[CH:19][C:20]([O:24][CH3:25])=[CH:21][CH:22]=3)=[CH:27][C:28]=1[S:33]([NH:34][CH:35]1[CH2:36][CH2:37][CH2:38][CH2:39][CH2:40]1)(=[O:42])=[O:41]. (7) Given the reactants CS(O[CH2:6][C:7]1([C:21]2[CH:26]=[CH:25][CH:24]=[C:23]([O:27][CH3:28])[CH:22]=2)[CH2:12][CH2:11][N:10]([C:13]2[CH:18]=[CH:17][CH:16]=[CH:15][C:14]=2[O:19][CH3:20])[CH2:9][CH2:8]1)(=O)=O.[C:29]1([CH3:38])[CH:34]=[CH:33][C:32]([S:35]([O-:37])=[O:36])=[CH:31][CH:30]=1.[Na+].[Cl-].[NH4+], predict the reaction product. The product is: [CH3:20][O:19][C:14]1[CH:15]=[CH:16][CH:17]=[CH:18][C:13]=1[N:10]1[CH2:11][CH2:12][C:7]([C:21]2[CH:26]=[CH:25][CH:24]=[C:23]([O:27][CH3:28])[CH:22]=2)([CH2:6][S:35]([C:32]2[CH:33]=[CH:34][C:29]([CH3:38])=[CH:30][CH:31]=2)(=[O:37])=[O:36])[CH2:8][CH2:9]1.